Predict the reactants needed to synthesize the given product. From a dataset of Full USPTO retrosynthesis dataset with 1.9M reactions from patents (1976-2016). (1) The reactants are: [OH:1][C@@H:2]([CH2:6][C:7]1[CH:12]=[CH:11][CH:10]=[CH:9][CH:8]=1)[C:3]([OH:5])=[O:4].CO[C:15](OC)([CH3:17])[CH3:16]. Given the product [CH2:6]([C@@H:2]1[O:1][C:15]([CH3:17])([CH3:16])[O:4][C:3]1=[O:5])[C:7]1[CH:12]=[CH:11][CH:10]=[CH:9][CH:8]=1, predict the reactants needed to synthesize it. (2) Given the product [C:1]([O:5][C:6]([N:8]1[CH2:13][CH2:12][N:11]2[C:14]([CH:17]3[CH2:18][CH2:19]3)=[N:15][C:16]([Cl:37])=[C:10]2[CH:9]1[CH2:20][CH2:21][C:22]1[CH:27]=[CH:26][C:25]([Cl:28])=[C:24]([F:29])[CH:23]=1)=[O:7])([CH3:4])([CH3:2])[CH3:3], predict the reactants needed to synthesize it. The reactants are: [C:1]([O:5][C:6]([N:8]1[CH2:13][CH2:12][N:11]2[C:14]([CH:17]3[CH2:19][CH2:18]3)=[N:15][CH:16]=[C:10]2[CH:9]1[CH2:20][CH2:21][C:22]1[CH:27]=[CH:26][C:25]([Cl:28])=[C:24]([F:29])[CH:23]=1)=[O:7])([CH3:4])([CH3:3])[CH3:2].C1C(=O)N([Cl:37])C(=O)C1. (3) The reactants are: [Br:1][C:2]1[CH:3]=[N:4][CH:5]=[C:6]([O:8][CH2:9][CH2:10][CH2:11]Br)[CH:7]=1.[O:13]([S:15]([CH3:17])=[O:16])[Na].CS(C)=O. Given the product [Br:1][C:2]1[CH:3]=[N:4][CH:5]=[C:6]([O:8][CH2:9][CH2:10][CH2:11][S:15]([CH3:17])(=[O:16])=[O:13])[CH:7]=1, predict the reactants needed to synthesize it. (4) Given the product [F:1][C:2]1[CH:8]=[CH:7][C:5]([N:6]=[C:12]=[O:14])=[CH:4][C:3]=1[O:9][CH3:10], predict the reactants needed to synthesize it. The reactants are: [F:1][C:2]1[CH:8]=[CH:7][C:5]([NH2:6])=[CH:4][C:3]=1[O:9][CH3:10].Cl[C:12](Cl)([O:14]C(=O)OC(Cl)(Cl)Cl)Cl. (5) Given the product [F:1][C:2]([F:26])([F:25])[C:3]1[CH:4]=[C:5]([NH:9][C:10]([C:12]2[CH:13]=[C:14]3[C:19](=[CH:20][CH:21]=2)[C:18]([O:22][CH3:23])=[N:17][N:16]=[C:15]3[C:35]2[CH:36]=[CH:37][CH:38]=[CH:39][N:34]=2)=[O:11])[CH:6]=[CH:7][CH:8]=1, predict the reactants needed to synthesize it. The reactants are: [F:1][C:2]([F:26])([F:25])[C:3]1[CH:4]=[C:5]([NH:9][C:10]([C:12]2[CH:13]=[C:14]3[C:19](=[CH:20][CH:21]=2)[C:18]([O:22][CH3:23])=[N:17][N:16]=[C:15]3I)=[O:11])[CH:6]=[CH:7][CH:8]=1.C([O-])([O-])=O.[K+].[K+].O.[N:34]1[CH:39]=[CH:38][CH:37]=[C:36](B(O)O)[CH:35]=1. (6) Given the product [C:1]([O:5][C:6]([N:8]1[CH2:13][CH2:12][N:11]([C:14]2[CH:19]=[CH:18][C:17]([NH2:20])=[C:16]([F:23])[CH:15]=2)[CH2:10][CH2:9]1)=[O:7])([CH3:4])([CH3:2])[CH3:3], predict the reactants needed to synthesize it. The reactants are: [C:1]([O:5][C:6]([N:8]1[CH2:13][CH2:12][N:11]([C:14]2[CH:19]=[CH:18][C:17]([N+:20]([O-])=O)=[C:16]([F:23])[CH:15]=2)[CH2:10][CH2:9]1)=[O:7])([CH3:4])([CH3:3])[CH3:2].[H][H]. (7) Given the product [CH2:23]([N:1]1[C:11]2[C:6](=[CH:7][CH:8]=[CH:9][CH:10]=2)[C:4](=[O:5])[C:2]1=[O:3])[C:24]1[CH:29]=[CH:28][CH:27]=[CH:26][CH:25]=1, predict the reactants needed to synthesize it. The reactants are: [NH:1]1[C:11]2[C:6](=[CH:7][CH:8]=[CH:9][CH:10]=2)[C:4](=[O:5])[C:2]1=[O:3].CC(C)([O-])C.[K+].C1COCC1.[CH2:23](Br)[C:24]1[CH:29]=[CH:28][CH:27]=[CH:26][CH:25]=1.Cl.